This data is from Reaction yield outcomes from USPTO patents with 853,638 reactions. The task is: Predict the reaction yield, written as a fraction of the theoretical maximum amount of product (1.0 means a 100% yield; for example, 0.34 means a 34% yield). (1) The reactants are [Cl:1][C:2]1[CH:7]=[CH:6][CH:5]=[C:4]([Cl:8])[C:3]=1[C:9]1[C:17]2[O:16][CH:15]([CH2:18][N:19]=[N+]=[N-])[CH2:14][C:13]=2[CH:12]=[CH:11][CH:10]=1.C1(P(C2C=CC=CC=2)C2C=CC=CC=2)C=CC=CC=1. No catalyst specified. The product is [Cl:1][C:2]1[CH:7]=[CH:6][CH:5]=[C:4]([Cl:8])[C:3]=1[C:9]1[C:17]2[O:16][CH:15]([CH2:18][NH2:19])[CH2:14][C:13]=2[CH:12]=[CH:11][CH:10]=1. The yield is 0.710. (2) The reactants are [Cl:1][C:2]1[CH:10]=[C:9]2[C:5]([C:6]([C:11]([O:13][CH3:14])=[O:12])=[CH:7][NH:8]2)=[CH:4][C:3]=1B1OCC(C)(C)CO1.Br[C:24]1[CH:29]=[CH:28][C:27]([CH:30]2[CH2:33][CH2:32][N:31]2[C:34](=[O:36])[CH3:35])=[CH:26][CH:25]=1.C(=O)([O-])[O-].[K+].[K+].C(OCC)(=O)C. The catalyst is C1(C)C=CC=CC=1.C(O)C.C1C=CC(P(C2C=CC=CC=2)[C-]2C=CC=C2)=CC=1.C1C=CC(P(C2C=CC=CC=2)[C-]2C=CC=C2)=CC=1.Cl[Pd]Cl.[Fe+2]. The product is [C:34]([N:31]1[CH2:32][CH2:33][CH:30]1[C:27]1[CH:28]=[CH:29][C:24]([C:3]2[CH:4]=[C:5]3[C:9](=[CH:10][C:2]=2[Cl:1])[NH:8][CH:7]=[C:6]3[C:11]([O:13][CH3:14])=[O:12])=[CH:25][CH:26]=1)(=[O:36])[CH3:35]. The yield is 0.510. (3) The product is [Cl:13][C:14]1[N:19]=[C:18]([NH:1][C:2]2[CH:7]=[CH:6][CH:5]=[CH:4][C:3]=2[S:8]([NH:11][CH3:12])(=[O:10])=[O:9])[C:17]([Cl:21])=[CH:16][N:15]=1. The reactants are [NH2:1][C:2]1[CH:7]=[CH:6][CH:5]=[CH:4][C:3]=1[S:8]([NH:11][CH3:12])(=[O:10])=[O:9].[Cl:13][C:14]1[N:19]=[C:18](Cl)[C:17]([Cl:21])=[CH:16][N:15]=1.C([O-])([O-])=O.[K+].[K+]. The catalyst is CN(C=O)C. The yield is 0.500. (4) The reactants are [Br:1][C:2]1[CH:3]=[CH:4]C2=[C:6]([CH:20]=1)CN(C)CC=C2C1C=CC(F)=CC=1.C(=O)([O-])[O-].[K+].[K+].[N:27]1[CH:32]=[CH:31][CH:30]=[CH:29][CH:28]=1. No catalyst specified. The product is [Br:1][C:2]1[CH:3]=[CH:4][C:28]2[CH2:29][CH2:30][CH2:31][CH2:32][NH:27][C:6]=2[CH:20]=1. The yield is 0.710. (5) The reactants are [NH2:1][C:2]1[CH:7]=[CH:6][CH:5]=[C:4]([NH2:8])[N:3]=1.[C:9]([O-])([O-])=O.[K+].[K+].CI.O. The catalyst is C1COCC1. The product is [CH3:9][NH:1][C:2]1[CH:7]=[CH:6][CH:5]=[C:4]([NH2:8])[N:3]=1. The yield is 0.100. (6) The catalyst is O1CCCC1. The yield is 0.900. The reactants are [H-].[Al+3].[Li+].[H-].[H-].[H-].[C:7]([N:15]1[CH2:28][CH2:27][C:26]2[C:25]3[CH:24]=[CH:23][C:22]([C:29]4[CH:34]=[CH:33][CH:32]=[CH:31][CH:30]=4)=[CH:21][C:20]=3[NH:19][C:18]=2[CH2:17][CH2:16]1)(=O)[C:8]1[CH:13]=[CH:12][CH:11]=[CH:10][CH:9]=1.CCOC(C)=O.CCCCCCC. The product is [CH2:7]([N:15]1[CH2:28][CH2:27][C:26]2[C:25]3[CH:24]=[CH:23][C:22]([C:29]4[CH:34]=[CH:33][CH:32]=[CH:31][CH:30]=4)=[CH:21][C:20]=3[NH:19][C:18]=2[CH2:17][CH2:16]1)[C:8]1[CH:9]=[CH:10][CH:11]=[CH:12][CH:13]=1. (7) The reactants are [C:1]([O:5][C:6]([N:8]1[CH2:13][CH2:12][CH2:11][CH2:10][C@@H:9]1[CH2:14][OH:15])=[O:7])([CH3:4])([CH3:3])[CH3:2].[N+:16]([C:19]1[CH:26]=[CH:25][CH:24]=[C:23]([N+]([O-])=O)[C:20]=1[C:21]#[N:22])([O-:18])=[O:17].[H-].[Na+]. The catalyst is C1COCC1. The product is [C:1]([O:5][C:6]([N:8]1[CH2:13][CH2:12][CH2:11][CH2:10][C@@H:9]1[CH2:14][O:15][C:23]1[CH:24]=[CH:25][CH:26]=[C:19]([N+:16]([O-:18])=[O:17])[C:20]=1[C:21]#[N:22])=[O:7])([CH3:4])([CH3:3])[CH3:2]. The yield is 0.910. (8) The reactants are C[O:2][C:3]([C:5]1[CH:6]=[C:7]([NH:10][C:11]2[C:20]3[C:15](=[CH:16][CH:17]=[CH:18][CH:19]=3)[N:14]=[C:13]([C:21]3[CH:26]=[CH:25][CH:24]=[CH:23][CH:22]=3)[N:12]=2)[NH:8][N:9]=1)=[O:4].[OH-].[Na+].Cl. No catalyst specified. The product is [C:3]([C:5]1[CH:6]=[C:7]([NH:10][C:11]2[C:20]3[C:15](=[CH:16][CH:17]=[CH:18][CH:19]=3)[N:14]=[C:13]([C:21]3[CH:26]=[CH:25][CH:24]=[CH:23][CH:22]=3)[N:12]=2)[NH:8][N:9]=1)([OH:4])=[O:2]. The yield is 0.940.